Dataset: Catalyst prediction with 721,799 reactions and 888 catalyst types from USPTO. Task: Predict which catalyst facilitates the given reaction. (1) Reactant: [CH3:1][C:2]1[O:3][C:4]2[C:14]([N:15]=1)=[CH:13][C:7]1[CH2:8][CH2:9][NH:10][CH2:11][CH2:12][C:6]=1[CH:5]=2.[Cl:16][CH2:17][CH:18]=O.[BH-](OC(C)=O)(OC(C)=O)OC(C)=O.[Na+]. Product: [Cl:16][CH2:17][CH2:18][N:10]1[CH2:9][CH2:8][C:7]2[CH:13]=[C:14]3[N:15]=[C:2]([CH3:1])[O:3][C:4]3=[CH:5][C:6]=2[CH2:12][CH2:11]1. The catalyst class is: 57. (2) Reactant: [CH3:1][C:2]1[N:6]=[C:5]([CH3:7])[S:4][C:3]=1/[CH:8]=[CH:9]/[C:10](N(C)C)=O.[N:15]1([C:21]2[CH:22]=[C:23]([NH:27][C:28]([NH2:30])=[NH:29])[CH:24]=[CH:25][CH:26]=2)[CH2:20][CH2:19][O:18][CH2:17][CH2:16]1. Product: [CH3:7][C:5]1[S:4][C:3]([C:8]2[CH:9]=[CH:10][N:30]=[C:28]([NH:27][C:23]3[CH:24]=[CH:25][CH:26]=[C:21]([N:15]4[CH2:20][CH2:19][O:18][CH2:17][CH2:16]4)[CH:22]=3)[N:29]=2)=[C:2]([CH3:1])[N:6]=1. The catalyst class is: 23.